This data is from Reaction yield outcomes from USPTO patents with 853,638 reactions. The task is: Predict the reaction yield, written as a fraction of the theoretical maximum amount of product (1.0 means a 100% yield; for example, 0.34 means a 34% yield). The reactants are C(ON=O)(C)(C)C.[N:8]([S:10][C:11]1([CH2:21][C:22]([O:24][C:25]([CH3:28])([CH3:27])[CH3:26])=[O:23])[CH:18]2[CH2:19][CH:14]3[CH2:15][CH:16]([CH2:20][CH:12]1[CH2:13]3)[CH2:17]2)=[O:9]. The catalyst is ClCCl. The product is [N:8]([S:10][C:11]1([CH2:21][C:22]([O:24][C:25]([CH3:28])([CH3:27])[CH3:26])=[O:23])[CH:18]2[CH2:17][CH:16]3[CH2:15][CH:14]([CH2:13][CH:12]1[CH2:20]3)[CH2:19]2)=[O:9]. The yield is 0.960.